Dataset: Forward reaction prediction with 1.9M reactions from USPTO patents (1976-2016). Task: Predict the product of the given reaction. (1) Given the reactants Cl[C:2]1[N:7]=[C:6]([NH:8][C:9]2[N:14]=[CH:13][C:12]3[N:15]=[C:16]([CH3:24])[N:17]([CH:18]([CH3:23])[C:19]([F:22])([F:21])[F:20])[C:11]=3[CH:10]=2)[CH:5]=[CH:4][N:3]=1.[CH:25]1([S:28]([N:31]2[CH:35]=[C:34](B3OC(C)(C)C(C)(C)O3)[CH:33]=[N:32]2)(=[O:30])=[O:29])[CH2:27][CH2:26]1.C(=O)([O-])[O-].[Na+].[Na+].O1CCOCC1, predict the reaction product. The product is: [CH:25]1([S:28]([N:31]2[CH:35]=[C:34]([C:2]3[N:7]=[C:6]([NH:8][C:9]4[N:14]=[CH:13][C:12]5[N:15]=[C:16]([CH3:24])[N:17]([CH:18]([CH3:23])[C:19]([F:22])([F:21])[F:20])[C:11]=5[CH:10]=4)[CH:5]=[CH:4][N:3]=3)[CH:33]=[N:32]2)(=[O:29])=[O:30])[CH2:27][CH2:26]1. (2) Given the reactants I[C:2]1[C:3]([C:11]2[CH:16]=[CH:15][CH:14]=[CH:13][CH:12]=2)=[N:4][S:5][C:6]=1[C:7]([O:9][CH3:10])=[O:8].[Cu](C#N)[C:18]#[N:19], predict the reaction product. The product is: [C:18]([C:2]1[C:3]([C:11]2[CH:16]=[CH:15][CH:14]=[CH:13][CH:12]=2)=[N:4][S:5][C:6]=1[C:7]([O:9][CH3:10])=[O:8])#[N:19].